From a dataset of NCI-60 drug combinations with 297,098 pairs across 59 cell lines. Regression. Given two drug SMILES strings and cell line genomic features, predict the synergy score measuring deviation from expected non-interaction effect. (1) Drug 1: CC1=CC=C(C=C1)C2=CC(=NN2C3=CC=C(C=C3)S(=O)(=O)N)C(F)(F)F. Drug 2: COC1=C2C(=CC3=C1OC=C3)C=CC(=O)O2. Cell line: CCRF-CEM. Synergy scores: CSS=-3.88, Synergy_ZIP=1.24, Synergy_Bliss=-0.156, Synergy_Loewe=-5.79, Synergy_HSA=-4.90. (2) Drug 1: C1CCC(CC1)NC(=O)N(CCCl)N=O. Drug 2: C1C(C(OC1N2C=C(C(=O)NC2=O)F)CO)O. Cell line: MCF7. Synergy scores: CSS=36.2, Synergy_ZIP=-1.74, Synergy_Bliss=1.77, Synergy_Loewe=-1.77, Synergy_HSA=5.60. (3) Drug 1: CC(CN1CC(=O)NC(=O)C1)N2CC(=O)NC(=O)C2. Drug 2: C1=NC(=NC(=O)N1C2C(C(C(O2)CO)O)O)N. Cell line: SNB-75. Synergy scores: CSS=-1.64, Synergy_ZIP=0.433, Synergy_Bliss=-0.489, Synergy_Loewe=-2.46, Synergy_HSA=-2.43. (4) Drug 1: CC1=CC2C(CCC3(C2CCC3(C(=O)C)OC(=O)C)C)C4(C1=CC(=O)CC4)C. Drug 2: CC1=C(C(CCC1)(C)C)C=CC(=CC=CC(=CC(=O)O)C)C. Cell line: CCRF-CEM. Synergy scores: CSS=7.74, Synergy_ZIP=-2.99, Synergy_Bliss=-2.71, Synergy_Loewe=-1.63, Synergy_HSA=-0.556. (5) Drug 1: CC(CN1CC(=O)NC(=O)C1)N2CC(=O)NC(=O)C2. Drug 2: C1CCC(CC1)NC(=O)N(CCCl)N=O. Cell line: NCI-H522. Synergy scores: CSS=22.6, Synergy_ZIP=-5.49, Synergy_Bliss=-2.45, Synergy_Loewe=-0.326, Synergy_HSA=0.827. (6) Drug 1: C1C(C(OC1N2C=C(C(=O)NC2=O)F)CO)O. Drug 2: CCCCCOC(=O)NC1=NC(=O)N(C=C1F)C2C(C(C(O2)C)O)O. Cell line: SK-MEL-28. Synergy scores: CSS=-0.489, Synergy_ZIP=2.07, Synergy_Bliss=3.64, Synergy_Loewe=-2.67, Synergy_HSA=-1.65. (7) Drug 1: CC1=C(C=C(C=C1)NC(=O)C2=CC=C(C=C2)CN3CCN(CC3)C)NC4=NC=CC(=N4)C5=CN=CC=C5. Drug 2: C(CC(=O)O)C(=O)CN.Cl. Cell line: NCI-H226. Synergy scores: CSS=3.22, Synergy_ZIP=-4.91, Synergy_Bliss=-3.37, Synergy_Loewe=-1.94, Synergy_HSA=-1.63.